From a dataset of Reaction yield outcomes from USPTO patents with 853,638 reactions. Predict the reaction yield, written as a fraction of the theoretical maximum amount of product (1.0 means a 100% yield; for example, 0.34 means a 34% yield). (1) The reactants are [CH3:1][C:2]([CH3:14])([CH3:13])[C:3]#[C:4][C:5]1[S:9][C:8]([C:10]([OH:12])=[O:11])=[CH:7][CH:6]=1.[Li]CCCC.[I:20]I. The catalyst is C1COCC1. The product is [CH3:1][C:2]([CH3:14])([CH3:13])[C:3]#[C:4][C:5]1[S:9][C:8]([C:10]([OH:12])=[O:11])=[C:7]([I:20])[CH:6]=1. The yield is 0.650. (2) The reactants are [NH:1]1[CH2:7][C:5](=[O:6])[NH:4][C:2]1=[O:3].[Cl:8][C:9]1[CH:10]=[CH:11][C:12]([F:37])=[C:13]([NH:15][C:16]2[CH:21]=[C:20]([NH:22][CH2:23][CH:24]([N:26]3[CH2:31][CH2:30][O:29][CH2:28][CH2:27]3)[CH3:25])[N:19]3[N:32]=[CH:33][C:34]([CH:35]=O)=[C:18]3[N:17]=2)[CH:14]=1.N1CCCCC1. The catalyst is C(O)C.O. The product is [Cl:8][C:9]1[CH:10]=[CH:11][C:12]([F:37])=[C:13]([NH:15][C:16]2[CH:21]=[C:20]([NH:22][CH2:23][CH:24]([N:26]3[CH2:27][CH2:28][O:29][CH2:30][CH2:31]3)[CH3:25])[N:19]3[N:32]=[CH:33][C:34]([CH:35]=[C:7]4[NH:1][C:2](=[O:3])[NH:4][C:5]4=[O:6])=[C:18]3[N:17]=2)[CH:14]=1. The yield is 0.280.